From a dataset of Reaction yield outcomes from USPTO patents with 853,638 reactions. Predict the reaction yield, written as a fraction of the theoretical maximum amount of product (1.0 means a 100% yield; for example, 0.34 means a 34% yield). (1) The catalyst is CN(C)C1C=CN=CC=1.C1COCC1. The yield is 0.610. The product is [CH3:20][O:21][C:22]([C:24]1[S:25][C:26]([N+:30]([O-:32])=[O:31])=[C:27]([S:46][C:37]2[CH:38]=[C:39]([C:40]3[CH:41]=[CH:42][CH:43]=[CH:44][CH:45]=3)[C:34]([CH3:33])=[CH:35][CH:36]=2)[CH:28]=1)=[O:23]. The reactants are C1(P(C2C=CC=CC=2)C2C=CC=CC=2)C=CC=CC=1.[CH3:20][O:21][C:22]([C:24]1[S:25][C:26]([N+:30]([O-:32])=[O:31])=[C:27](Br)[CH:28]=1)=[O:23].[CH3:33][C:34]1[C:39]([C:40]2[CH:45]=[CH:44][CH:43]=[CH:42][CH:41]=2)=[CH:38][C:37]([SH:46])=[CH:36][CH:35]=1. (2) The reactants are [F:1][C:2]1[CH:7]=[CH:6][C:5]([CH:8]2[CH:17]([C:18]3[N:19]([CH3:23])[CH:20]=[CH:21][N:22]=3)[C:16](=[O:24])[C:15]3[C:14]([C:25]([O:27][CH2:28][CH3:29])=[O:26])=[CH:13][CH:12]=[CH:11][C:10]=3[NH:9]2)=[CH:4][CH:3]=1.[C:30](=O)([O-])[O-].[Cs+].[Cs+].IC.O. The catalyst is CN(C=O)C. The product is [F:1][C:2]1[CH:7]=[CH:6][C:5]([CH:8]2[C:17]([CH3:30])([C:18]3[N:19]([CH3:23])[CH:20]=[CH:21][N:22]=3)[C:16](=[O:24])[C:15]3[C:14]([C:25]([O:27][CH2:28][CH3:29])=[O:26])=[CH:13][CH:12]=[CH:11][C:10]=3[NH:9]2)=[CH:4][CH:3]=1. The yield is 0.900. (3) The reactants are [CH2:1]([C@@:4]1([C:28]2[CH:33]=[CH:32][C:31]([F:34])=[CH:30][CH:29]=2)[O:9][C:8](=[O:10])[N:7]([C@H:11]([C:13]2[CH:18]=[CH:17][C:16](B3OC(C)(C)C(C)(C)O3)=[CH:15][CH:14]=2)[CH3:12])[CH2:6][CH2:5]1)[CH:2]=[CH2:3].Br[C:36]1[S:37][CH:38]=[CH:39][N:40]=1.[O-]S([O-])(=O)=O.[Na+].[Na+].C1COCC1. The catalyst is CCOC(C)=O.Cl[Pd](Cl)([P](C1C=CC=CC=1)(C1C=CC=CC=1)C1C=CC=CC=1)[P](C1C=CC=CC=1)(C1C=CC=CC=1)C1C=CC=CC=1. The product is [CH2:1]([C@@:4]1([C:28]2[CH:29]=[CH:30][C:31]([F:34])=[CH:32][CH:33]=2)[O:9][C:8](=[O:10])[N:7]([C@H:11]([C:13]2[CH:18]=[CH:17][C:16]([C:36]3[S:37][CH:38]=[CH:39][N:40]=3)=[CH:15][CH:14]=2)[CH3:12])[CH2:6][CH2:5]1)[CH:2]=[CH2:3]. The yield is 0.330. (4) The reactants are [Si:1]([O:8][CH2:9][C@H:10]1[O:18][C@H:17]2[C@H:13]([N:14]=[C:15]([N:19]([CH3:27])[C:20](=[O:26])[O:21][C:22]([CH3:25])([CH3:24])[CH3:23])[S:16]2)[C@@H:12]([F:28])[C@@H:11]1[OH:29])([C:4]([CH3:7])([CH3:6])[CH3:5])([CH3:3])[CH3:2]. The catalyst is C(Cl)Cl.CCOCC. The product is [Si:1]([O:8][CH2:9][C@H:10]1[O:18][C@H:17]2[C@H:13]([N:14]=[C:15]([N:19]([CH3:27])[C:20](=[O:26])[O:21][C:22]([CH3:24])([CH3:23])[CH3:25])[S:16]2)[C@@H:12]([F:28])[C:11]1=[O:29])([C:4]([CH3:7])([CH3:5])[CH3:6])([CH3:3])[CH3:2]. The yield is 0.970.